This data is from Forward reaction prediction with 1.9M reactions from USPTO patents (1976-2016). The task is: Predict the product of the given reaction. (1) Given the reactants [CH:1]1([C:4]2[C:9]([CH2:10][C:11]#N)=[CH:8][N:7]=[C:6]([C:13]3[CH:18]=[CH:17][C:16]([C:19]([F:22])([F:21])[F:20])=[CH:15][CH:14]=3)[N:5]=2)[CH2:3][CH2:2]1.[OH-:23].[Na+].[OH2:25], predict the reaction product. The product is: [CH:1]1([C:4]2[C:9]([CH2:10][C:11]([OH:25])=[O:23])=[CH:8][N:7]=[C:6]([C:13]3[CH:18]=[CH:17][C:16]([C:19]([F:22])([F:21])[F:20])=[CH:15][CH:14]=3)[N:5]=2)[CH2:3][CH2:2]1. (2) Given the reactants [F:1][C:2]1[CH:16]=[CH:15][C:5]([C:6]([NH:8][CH2:9][C:10]([O:12][CH2:13][CH3:14])=[O:11])=[O:7])=[C:4]([C:17]([F:20])([F:19])[F:18])[CH:3]=1.C([N-]C(C)C)(C)C.[Li+].Cl[C:30]1[CH:39]=[CH:38][CH:37]=[CH:36][C:31]=1[CH:32]=[CH:33][CH:34]=[O:35].[NH4+].[Cl-:41], predict the reaction product. The product is: [Cl:41][C:33](=[CH:32][C:31]1[CH:36]=[CH:37][CH:38]=[CH:39][CH:30]=1)[CH:34]([OH:35])[CH:9]([NH:8][C:6](=[O:7])[C:5]1[CH:15]=[CH:16][C:2]([F:1])=[CH:3][C:4]=1[C:17]([F:18])([F:19])[F:20])[C:10]([O:12][CH2:13][CH3:14])=[O:11]. (3) Given the reactants [OH-].[Na+].[F:3][CH2:4][C:5]1([C:53]([O:55]CC)=[O:54])[CH2:10][CH2:9][C:8]([C:11]2[C:12]([CH3:52])([CH3:51])[C@H:13]3[C@:26]([CH3:29])([CH2:27][CH:28]=2)[C@@H:25]2[C@:16]([CH3:50])([C@@:17]4([CH3:49])[C@H:22]([CH2:23][CH2:24]2)[C@H:21]2[C@H:30]([C:33]([CH3:35])=[CH2:34])[CH2:31][CH2:32][C@:20]2([NH:36][CH2:37][CH2:38][N:39]2[CH2:44][CH2:43][CH:42]([S:45]([CH3:48])(=[O:47])=[O:46])[CH2:41][CH2:40]2)[CH2:19][CH2:18]4)[CH2:15][CH2:14]3)=[CH:7][CH2:6]1, predict the reaction product. The product is: [F:3][CH2:4][C:5]1([C:53]([OH:55])=[O:54])[CH2:10][CH2:9][C:8]([C:11]2[C:12]([CH3:52])([CH3:51])[C@H:13]3[C@:26]([CH3:29])([CH2:27][CH:28]=2)[C@@H:25]2[C@:16]([CH3:50])([C@@:17]4([CH3:49])[C@H:22]([CH2:23][CH2:24]2)[C@H:21]2[C@H:30]([C:33]([CH3:35])=[CH2:34])[CH2:31][CH2:32][C@:20]2([NH:36][CH2:37][CH2:38][N:39]2[CH2:44][CH2:43][CH:42]([S:45]([CH3:48])(=[O:47])=[O:46])[CH2:41][CH2:40]2)[CH2:19][CH2:18]4)[CH2:15][CH2:14]3)=[CH:7][CH2:6]1. (4) Given the reactants [C:1]([O:4][CH2:5][CH2:6][S:7](Cl)(=[O:9])=[O:8])(=[O:3])[CH3:2].[CH2:11]([OH:14])[C:12]#[CH:13].C(N(CC)CC)C.O, predict the reaction product. The product is: [C:1]([O:4][CH2:5][CH2:6][S:7]([O:14][CH2:11][C:12]#[CH:13])(=[O:9])=[O:8])(=[O:3])[CH3:2]. (5) Given the reactants [BH4-].[Na+].B(F)(F)F.CC[O:9]CC.[CH2:12]([O:19][C:20]1[CH:25]=[CH:24][C:23]([C:26]2[CH2:31][CH2:30][N:29]([C:32]([O:34][C:35]([CH3:38])([CH3:37])[CH3:36])=[O:33])[CH2:28][CH:27]=2)=[CH:22][CH:21]=1)[C:13]1[CH:18]=[CH:17][CH:16]=[CH:15][CH:14]=1.[OH-].[Na+].OO.Cl, predict the reaction product. The product is: [CH2:12]([O:19][C:20]1[CH:25]=[CH:24][C:23]([C@@H:26]2[CH2:31][CH2:30][N:29]([C:32]([O:34][C:35]([CH3:38])([CH3:37])[CH3:36])=[O:33])[CH2:28][C@H:27]2[OH:9])=[CH:22][CH:21]=1)[C:13]1[CH:14]=[CH:15][CH:16]=[CH:17][CH:18]=1. (6) Given the reactants [Br:1][C:2]1[CH:3]=[C:4]([CH3:13])[C:5]2[NH:9][C:8]([NH:10][CH3:11])=[N:7][C:6]=2[CH:12]=1.C(N(C(C)C)CC)(C)C.[C:23](O[C:23]([O:25][C:26]([CH3:29])([CH3:28])[CH3:27])=[O:24])([O:25][C:26]([CH3:29])([CH3:28])[CH3:27])=[O:24], predict the reaction product. The product is: [Br:1][C:2]1[CH:3]=[C:4]([CH3:13])[C:5]2[N:9]=[C:8]([NH:10][CH3:11])[N:7]([C:23]([O:25][C:26]([CH3:29])([CH3:28])[CH3:27])=[O:24])[C:6]=2[CH:12]=1. (7) Given the reactants FC1C=C2C(C(I)=CN2S(C2C=CC=CC=2)(=O)=O)=CC=1.[F:21][C:22]1[CH:30]=[C:29]2[C:25]([C:26]([C:40]3[CH:41]=[CH:42][C:43]4[N:47]=[CH:46][N:45]([CH2:48][CH2:49][C:50]([NH2:52])=[O:51])[C:44]=4[CH:53]=3)=[CH:27][N:28]2S(C2C=CC=CC=2)(=O)=O)=[CH:24][CH:23]=1, predict the reaction product. The product is: [F:21][C:22]1[CH:30]=[C:29]2[C:25]([C:26]([C:40]3[CH:41]=[CH:42][C:43]4[N:47]=[CH:46][N:45]([CH2:48][CH2:49][C:50]([NH2:52])=[O:51])[C:44]=4[CH:53]=3)=[CH:27][NH:28]2)=[CH:24][CH:23]=1.